This data is from NCI-60 drug combinations with 297,098 pairs across 59 cell lines. The task is: Regression. Given two drug SMILES strings and cell line genomic features, predict the synergy score measuring deviation from expected non-interaction effect. Drug 1: C1=C(C(=O)NC(=O)N1)F. Drug 2: CC1(CCCN1)C2=NC3=C(C=CC=C3N2)C(=O)N. Cell line: NCIH23. Synergy scores: CSS=32.1, Synergy_ZIP=-3.14, Synergy_Bliss=-2.35, Synergy_Loewe=-15.9, Synergy_HSA=-1.52.